From a dataset of Reaction yield outcomes from USPTO patents with 853,638 reactions. Predict the reaction yield, written as a fraction of the theoretical maximum amount of product (1.0 means a 100% yield; for example, 0.34 means a 34% yield). (1) The product is [Cl:7][C:8]1[CH:13]=[C:12]([NH:14][C:15]([C:17]2[O:18][C:19]([NH:22][C:23]3[CH:28]=[C:27]([F:29])[C:26]([F:30])=[CH:25][C:24]=3[F:31])=[N:20][N:21]=2)=[O:16])[CH:11]=[CH:10][C:9]=1[C@H:32]1[CH2:33][CH2:34][C@H:35]([CH:38]([CH3:44])[C:39]([OH:41])=[O:40])[CH2:36][CH2:37]1. The reactants are C[Si](C)(C)[O-].[K+].[Cl:7][C:8]1[CH:13]=[C:12]([NH:14][C:15]([C:17]2[O:18][C:19]([NH:22][C:23]3[CH:28]=[C:27]([F:29])[C:26]([F:30])=[CH:25][C:24]=3[F:31])=[N:20][N:21]=2)=[O:16])[CH:11]=[CH:10][C:9]=1[C@H:32]1[CH2:37][CH2:36][C@H:35]([CH:38]([CH3:44])[C:39]([O:41]CC)=[O:40])[CH2:34][CH2:33]1.C(O)(=O)CC(CC(O)=O)(C(O)=O)O. The yield is 0.970. The catalyst is C1COCC1. (2) The reactants are [N:1]1([C:6]([O:8][C:9]([CH3:12])([CH3:11])[CH3:10])=[O:7])[CH2:5][CH2:4][CH2:3][CH2:2]1.C1C[C@H]2N(C[C@H]3[C@@H]4CCCCN4C[C@@H]2C3)CC1.[Li]C(CC)C.Br[C:36]1[CH:41]=[C:40]([F:42])[CH:39]=[CH:38][C:37]=1[F:43].[NH4+].[OH-]. The catalyst is CC(OC)(C)C.[Cl-].[Cl-].[Zn+2].CC([O-])=O.CC([O-])=O.[Pd+2].P(C(C)(C)C)(C(C)(C)C)C(C)(C)C.[H+].[B-](F)(F)(F)F. The product is [F:42][C:40]1[CH:41]=[CH:36][C:37]([F:43])=[CH:38][C:39]=1[C@H:2]1[CH2:3][CH2:4][CH2:5][N:1]1[C:6]([O:8][C:9]([CH3:12])([CH3:11])[CH3:10])=[O:7]. The yield is 0.720. (3) The reactants are [C:1]([S:4][CH2:5]/[CH:6]=[C:7](/[C:9]1[CH:10]=[C:11]([NH:16][C:17]([C:19]2[CH:24]=[CH:23][C:22]([Cl:25])=[CH:21][N:20]=2)=[O:18])[CH:12]=[CH:13][C:14]=1[F:15])\[CH3:8])(=[NH:3])[NH2:2].Cl.FC(F)(F)S(O)(=O)=O. The catalyst is FC(F)(F)C(O)=O. The product is [NH2:3][C:1]1[S:4][CH2:5][CH2:6][C@:7]([C:9]2[CH:10]=[C:11]([NH:16][C:17]([C:19]3[CH:24]=[CH:23][C:22]([Cl:25])=[CH:21][N:20]=3)=[O:18])[CH:12]=[CH:13][C:14]=2[F:15])([CH3:8])[N:2]=1. The yield is 0.100. (4) The reactants are [CH2:1]([C:15]1[CH:21]=[CH:20][C:18]([NH2:19])=[CH:17][CH:16]=1)[CH2:2][CH2:3][CH2:4][CH2:5][CH2:6][CH2:7][CH2:8][CH2:9][CH2:10][CH2:11][CH2:12][CH2:13][CH3:14].O.[N:23]([O-])=O.[Na+].[CH2:27]([CH:29]([CH2:42][CH2:43][CH2:44][CH3:45])[CH2:30][N:31]1[C:36]([OH:37])=[CH:35][C:34]([CH3:38])=[C:33]([C:39]#[N:40])[C:32]1=[O:41])[CH3:28]. The catalyst is Cl. The product is [CH2:27]([CH:29]([CH2:42][CH2:43][CH2:44][CH3:45])[CH2:30][N:31]1[C:36]([OH:37])=[C:35](/[N:23]=[N:19]/[C:18]2[CH:17]=[CH:16][C:15]([CH2:1][CH2:2][CH2:3][CH2:4][CH2:5][CH2:6][CH2:7][CH2:8][CH2:9][CH2:10][CH2:11][CH2:12][CH2:13][CH3:14])=[CH:21][CH:20]=2)[C:34]([CH3:38])=[C:33]([C:39]#[N:40])[C:32]1=[O:41])[CH3:28]. The yield is 0.920.